From a dataset of Catalyst prediction with 721,799 reactions and 888 catalyst types from USPTO. Predict which catalyst facilitates the given reaction. (1) Reactant: [C:1]([O:5][C:6]([NH:8][CH2:9][CH2:10][CH2:11][N:12]1[C:16]2[CH:17]=[CH:18][C:19](C(O)=O)=[CH:20][C:15]=2[NH:14][CH:13]1[C:24]([O:29][CH3:30])([O:27][CH3:28])[O:25][CH3:26])=[O:7])([CH3:4])([CH3:3])[CH3:2].C1CN([P+](O[N:48]2N=[N:55][C:50]3[CH:51]=[CH:52][CH:53]=C[C:49]2=3)(N2CCCC2)N2CCCC2)CC1.F[P-](F)(F)(F)(F)F.NC1C=NC=CC=1.C(N(CC)CC)C.CN([CH:81]=[O:82])C. Product: [N:48]1[CH:53]=[CH:52][CH:51]=[C:50]([NH:55][C:81]([C:18]2[CH:19]=[CH:20][C:15]3[N:14]=[C:13]([C:24]([O:27][CH3:28])([O:25][CH3:26])[O:29][CH3:30])[N:12]([CH2:11][CH2:10][CH2:9][NH:8][C:6](=[O:7])[O:5][C:1]([CH3:4])([CH3:3])[CH3:2])[C:16]=3[CH:17]=2)=[O:82])[CH:49]=1. The catalyst class is: 25. (2) The catalyst class is: 793. Reactant: [C:1]1([C@H:7]([NH:9][CH2:10][C:11]2[N:16]=[C:15]3[CH:17]=[N:18][N:19]([CH2:20][O:21][CH2:22][CH2:23][Si:24]([CH3:27])([CH3:26])[CH3:25])[C:14]3=[CH:13][C:12]=2[NH2:28])[CH3:8])[CH:6]=[CH:5][CH:4]=[CH:3][CH:2]=1.Cl[C:30](Cl)([O:32]C(=O)OC(Cl)(Cl)Cl)Cl. Product: [C:1]1([CH:7]([N:9]2[CH2:10][C:11]3[N:16]=[C:15]4[CH:17]=[N:18][N:19]([CH2:20][O:21][CH2:22][CH2:23][Si:24]([CH3:27])([CH3:26])[CH3:25])[C:14]4=[CH:13][C:12]=3[NH:28][C:30]2=[O:32])[CH3:8])[CH:6]=[CH:5][CH:4]=[CH:3][CH:2]=1. (3) Reactant: [CH2:1]([NH2:16])[CH2:2][O:3][CH2:4][CH2:5][O:6][CH2:7][CH2:8][O:9][CH2:10][CH2:11][O:12][CH2:13][C:14]#[CH:15].C(N(CC)CC)C.Cl[C:25]1[CH:30]=[CH:29][C:28]([N+:31]([O-:33])=[O:32])=[CH:27][C:26]=1[N+:34]([O-:36])=[O:35]. Product: [N+:31]([C:28]1[CH:27]=[C:26]([N+:34]([O-:36])=[O:35])[CH:25]=[CH:30][C:29]=1[NH:16][CH2:1][CH2:2][O:3][CH2:4][CH2:5][O:6][CH2:7][CH2:8][O:9][CH2:10][CH2:11][O:12][CH2:13][C:14]#[CH:15])([O-:33])=[O:32]. The catalyst class is: 14. (4) Reactant: [CH3:1][C@@H:2]1[CH2:6][CH2:5][C:4](=C(C)C)[CH:3]1[C:10]([O:12][CH2:13][CH3:14])=[O:11].C(=O)=[O:16].C(O)(C)C. Product: [CH3:1][C@@H:2]1[CH2:6][CH2:5][C:4](=[O:16])[CH:3]1[C:10]([O:12][CH2:13][CH3:14])=[O:11]. The catalyst class is: 13. (5) Reactant: C(OC(=O)[NH:10][C:11]12[CH2:19][CH2:18][CH:15]([CH2:16][CH2:17]1)[CH2:14][N:13]1[C:20](=[O:46])[C:21]([O:38]CC3C=CC=CC=3)=[C:22]([C:24](=[O:37])[NH:25][CH2:26][C:27](=[O:36])[CH2:28][C:29]3[CH:34]=[CH:33][C:32]([F:35])=[CH:31][CH:30]=3)[N:23]=[C:12]21)C1C=CC=CC=1.Cl. Product: [NH2:10][C:11]12[CH2:19][CH2:18][CH:15]([CH2:16][CH2:17]1)[CH2:14][N:13]1[C:20](=[O:46])[C:21]([OH:38])=[C:22]([C:24]([NH:25][CH2:26][C:27](=[O:36])[CH2:28][C:29]3[CH:30]=[CH:31][C:32]([F:35])=[CH:33][CH:34]=3)=[O:37])[N:23]=[C:12]21. The catalyst class is: 19. (6) Reactant: [CH2:1]([O:8][C:9]1[C:14]2[CH2:15][C:16]([CH3:19])([CH3:18])[O:17][C:13]=2[CH:12]=[C:11]([C:20](O)=[O:21])[CH:10]=1)[C:2]1[CH:7]=[CH:6][CH:5]=[CH:4][CH:3]=1.S(Cl)(Cl)=O.[NH2:27][C:28]1[CH:32]=[CH:31][N:30]([CH3:33])[N:29]=1.C(N(CC)CC)C. Product: [CH3:33][N:30]1[CH:31]=[CH:32][C:28]([NH:27][C:20]([C:11]2[CH:10]=[C:9]([O:8][CH2:1][C:2]3[CH:7]=[CH:6][CH:5]=[CH:4][CH:3]=3)[C:14]3[CH2:15][C:16]([CH3:19])([CH3:18])[O:17][C:13]=3[CH:12]=2)=[O:21])=[N:29]1. The catalyst class is: 59. (7) Reactant: [O:1]1[C:6]2[CH:7]=[CH:8][C:9]([CH2:11][N:12]([CH:20]3[CH2:25][CH2:24][N:23]([CH2:26][CH2:27][N:28]4[C:37]5[C:32](=[CH:33][CH:34]=[CH:35][C:36]=5[CH3:38])[CH:31]=[CH:30][C:29]4=[O:39])[CH2:22][CH2:21]3)C(=O)OC(C)(C)C)=[CH:10][C:5]=2[O:4][CH2:3][CH2:2]1.[ClH:40].O1CCOCC1. Product: [ClH:40].[O:1]1[C:6]2[CH:7]=[CH:8][C:9]([CH2:11][NH:12][CH:20]3[CH2:21][CH2:22][N:23]([CH2:26][CH2:27][N:28]4[C:37]5[C:32](=[CH:33][CH:34]=[CH:35][C:36]=5[CH3:38])[CH:31]=[CH:30][C:29]4=[O:39])[CH2:24][CH2:25]3)=[CH:10][C:5]=2[O:4][CH2:3][CH2:2]1. The catalyst class is: 12. (8) Reactant: [CH:1]1([N:6]2[CH2:11][CH2:10][N:9]([C:12]([C:14]3[CH:15]=[C:16]4[C:20](=[CH:21][CH:22]=3)[NH:19][C:18]([C:23]([N:25]3[CH2:30][CH2:29][C:28]([F:32])([F:31])[CH2:27][CH2:26]3)=[O:24])=[CH:17]4)=[O:13])[CH2:8][CH2:7]2)[CH2:5][CH2:4][CH2:3][CH2:2]1.[H-].[Na+].[CH:35]1([CH2:38]Br)[CH2:37][CH2:36]1. Product: [CH:1]1([N:6]2[CH2:7][CH2:8][N:9]([C:12]([C:14]3[CH:15]=[C:16]4[C:20](=[CH:21][CH:22]=3)[N:19]([CH2:38][CH:35]3[CH2:37][CH2:36]3)[C:18]([C:23]([N:25]3[CH2:26][CH2:27][C:28]([F:31])([F:32])[CH2:29][CH2:30]3)=[O:24])=[CH:17]4)=[O:13])[CH2:10][CH2:11]2)[CH2:5][CH2:4][CH2:3][CH2:2]1. The catalyst class is: 9. (9) Reactant: C1COCC1.[N:6]([CH2:9][CH:10]([OH:50])[CH:11]([O:31][CH2:32][CH2:33][CH2:34][CH2:35][CH2:36][CH2:37][CH2:38][CH2:39]/[CH:40]=[CH:41]\[CH2:42]/[CH:43]=[CH:44]\[CH2:45][CH2:46][CH2:47][CH2:48][CH3:49])[O:12][CH2:13][CH2:14][CH2:15][CH2:16][CH2:17][CH2:18][CH2:19][CH2:20]/[CH:21]=[CH:22]\[CH2:23]/[CH:24]=[CH:25]\[CH2:26][CH2:27][CH2:28][CH2:29][CH3:30])=[N+]=[N-].C1(P(C2C=CC=CC=2)C2C=CC=CC=2)C=CC=CC=1. Product: [NH2:6][CH2:9][CH:10]([OH:50])[CH:11]([O:31][CH2:32][CH2:33][CH2:34][CH2:35][CH2:36][CH2:37][CH2:38][CH2:39]/[CH:40]=[CH:41]\[CH2:42]/[CH:43]=[CH:44]\[CH2:45][CH2:46][CH2:47][CH2:48][CH3:49])[O:12][CH2:13][CH2:14][CH2:15][CH2:16][CH2:17][CH2:18][CH2:19][CH2:20]/[CH:21]=[CH:22]\[CH2:23]/[CH:24]=[CH:25]\[CH2:26][CH2:27][CH2:28][CH2:29][CH3:30]. The catalyst class is: 6. (10) Reactant: [S:1]1[CH:5]=[CH:4][CH:3]=[C:2]1[S:6]([NH2:9])(=[O:8])=[O:7].[CH3:10][O-].[Na+].C=O.[P:15]([O:20]C)([O:18][CH3:19])[O:16][CH3:17]. Product: [CH3:17][O:16][P:15]([CH2:10][NH:9][S:6]([C:2]1[S:1][CH:5]=[CH:4][CH:3]=1)(=[O:8])=[O:7])(=[O:20])[O:18][CH3:19]. The catalyst class is: 5.